From a dataset of Merck oncology drug combination screen with 23,052 pairs across 39 cell lines. Regression. Given two drug SMILES strings and cell line genomic features, predict the synergy score measuring deviation from expected non-interaction effect. (1) Drug 1: COC1=C2CC(C)CC(OC)C(O)C(C)C=C(C)C(OC(N)=O)C(OC)C=CC=C(C)C(=O)NC(=CC1=O)C2=O. Drug 2: CCC1(O)C(=O)OCc2c1cc1n(c2=O)Cc2cc3c(CN(C)C)c(O)ccc3nc2-1. Cell line: NCIH520. Synergy scores: synergy=12.7. (2) Drug 1: CCC1=CC2CN(C1)Cc1c([nH]c3ccccc13)C(C(=O)OC)(c1cc3c(cc1OC)N(C)C1C(O)(C(=O)OC)C(OC(C)=O)C4(CC)C=CCN5CCC31C54)C2. Drug 2: Cn1c(=O)n(-c2ccc(C(C)(C)C#N)cc2)c2c3cc(-c4cnc5ccccc5c4)ccc3ncc21. Cell line: NCIH1650. Synergy scores: synergy=12.5. (3) Drug 1: CC1CC2C3CCC4=CC(=O)C=CC4(C)C3(F)C(O)CC2(C)C1(O)C(=O)CO. Drug 2: O=C(O)C1(Cc2cccc(Nc3nccs3)n2)CCC(Oc2cccc(Cl)c2F)CC1. Cell line: A2058. Synergy scores: synergy=-9.83. (4) Drug 2: COC1=C2CC(C)CC(OC)C(O)C(C)C=C(C)C(OC(N)=O)C(OC)C=CC=C(C)C(=O)NC(=CC1=O)C2=O. Drug 1: O=P1(N(CCCl)CCCl)NCCCO1. Synergy scores: synergy=-3.72. Cell line: SW837. (5) Drug 1: CN1C(=O)C=CC2(C)C3CCC4(C)C(NC(=O)OCC(F)(F)F)CCC4C3CCC12. Drug 2: CC(C)CC(NC(=O)C(Cc1ccccc1)NC(=O)c1cnccn1)B(O)O. Cell line: KPL1. Synergy scores: synergy=9.77.